Task: Regression. Given two drug SMILES strings and cell line genomic features, predict the synergy score measuring deviation from expected non-interaction effect.. Dataset: NCI-60 drug combinations with 297,098 pairs across 59 cell lines (1) Drug 1: CC(C)(C#N)C1=CC(=CC(=C1)CN2C=NC=N2)C(C)(C)C#N. Drug 2: CC1=C2C(C(=O)C3(C(CC4C(C3C(C(C2(C)C)(CC1OC(=O)C(C(C5=CC=CC=C5)NC(=O)OC(C)(C)C)O)O)OC(=O)C6=CC=CC=C6)(CO4)OC(=O)C)O)C)O. Cell line: SF-295. Synergy scores: CSS=-4.06, Synergy_ZIP=-0.130, Synergy_Bliss=-4.77, Synergy_Loewe=-5.90, Synergy_HSA=-6.37. (2) Drug 1: C1CCN(CC1)CCOC2=CC=C(C=C2)C(=O)C3=C(SC4=C3C=CC(=C4)O)C5=CC=C(C=C5)O. Drug 2: CCN(CC)CCNC(=O)C1=C(NC(=C1C)C=C2C3=C(C=CC(=C3)F)NC2=O)C. Cell line: OVCAR-5. Synergy scores: CSS=-2.21, Synergy_ZIP=2.44, Synergy_Bliss=3.17, Synergy_Loewe=-1.63, Synergy_HSA=-1.10.